From a dataset of NCI-60 drug combinations with 297,098 pairs across 59 cell lines. Regression. Given two drug SMILES strings and cell line genomic features, predict the synergy score measuring deviation from expected non-interaction effect. (1) Drug 1: C1CCC(CC1)NC(=O)N(CCCl)N=O. Drug 2: CC1=C(C(=CC=C1)Cl)NC(=O)C2=CN=C(S2)NC3=CC(=NC(=N3)C)N4CCN(CC4)CCO. Cell line: HCC-2998. Synergy scores: CSS=10.8, Synergy_ZIP=5.79, Synergy_Bliss=6.95, Synergy_Loewe=2.61, Synergy_HSA=3.01. (2) Drug 1: COC1=C(C=C2C(=C1)N=CN=C2NC3=CC(=C(C=C3)F)Cl)OCCCN4CCOCC4. Cell line: UO-31. Synergy scores: CSS=42.0, Synergy_ZIP=-2.87, Synergy_Bliss=1.51, Synergy_Loewe=7.15, Synergy_HSA=8.53. Drug 2: CC1=C(C(=CC=C1)Cl)NC(=O)C2=CN=C(S2)NC3=CC(=NC(=N3)C)N4CCN(CC4)CCO. (3) Drug 1: CC12CCC(CC1=CCC3C2CCC4(C3CC=C4C5=CN=CC=C5)C)O. Drug 2: C1CCC(CC1)NC(=O)N(CCCl)N=O. Cell line: NCI-H460. Synergy scores: CSS=1.29, Synergy_ZIP=-1.01, Synergy_Bliss=4.00, Synergy_Loewe=2.36, Synergy_HSA=2.76. (4) Drug 1: CC1=C(C(=CC=C1)Cl)NC(=O)C2=CN=C(S2)NC3=CC(=NC(=N3)C)N4CCN(CC4)CCO. Drug 2: C1CNP(=O)(OC1)N(CCCl)CCCl. Cell line: SF-268. Synergy scores: CSS=0.327, Synergy_ZIP=-0.690, Synergy_Bliss=1.35, Synergy_Loewe=2.87, Synergy_HSA=0.526. (5) Drug 1: C1=CC(=CC=C1CC(C(=O)O)N)N(CCCl)CCCl.Cl. Drug 2: CC(C1=C(C=CC(=C1Cl)F)Cl)OC2=C(N=CC(=C2)C3=CN(N=C3)C4CCNCC4)N. Cell line: SNB-19. Synergy scores: CSS=13.5, Synergy_ZIP=-4.11, Synergy_Bliss=5.11, Synergy_Loewe=1.02, Synergy_HSA=2.05.